Dataset: Peptide-MHC class I binding affinity with 185,985 pairs from IEDB/IMGT. Task: Regression. Given a peptide amino acid sequence and an MHC pseudo amino acid sequence, predict their binding affinity value. This is MHC class I binding data. (1) The peptide sequence is KKGGDVINY. The MHC is HLA-A68:01 with pseudo-sequence HLA-A68:01. The binding affinity (normalized) is 0.0350. (2) The peptide sequence is VPQTDAGVT. The MHC is HLA-A03:01 with pseudo-sequence HLA-A03:01. The binding affinity (normalized) is 0.0847. (3) The MHC is HLA-A11:01 with pseudo-sequence HLA-A11:01. The peptide sequence is IFEPEKDIR. The binding affinity (normalized) is 0.257. (4) The peptide sequence is VIGLIVILFI. The MHC is HLA-A02:02 with pseudo-sequence HLA-A02:02. The binding affinity (normalized) is 0.603. (5) The peptide sequence is VSDFRDYQSY. The MHC is HLA-A68:01 with pseudo-sequence HLA-A68:01. The binding affinity (normalized) is 0. (6) The peptide sequence is PMFAVGLLF. The MHC is HLA-B15:01 with pseudo-sequence HLA-B15:01. The binding affinity (normalized) is 0.490. (7) The MHC is HLA-B15:01 with pseudo-sequence HLA-B15:01. The binding affinity (normalized) is 0.0847. The peptide sequence is GAWCYDYTV. (8) The peptide sequence is FLLYILFLVK. The MHC is HLA-A68:01 with pseudo-sequence HLA-A68:01. The binding affinity (normalized) is 0.286. (9) The peptide sequence is AQFPTAFEF. The MHC is Mamu-B3901 with pseudo-sequence Mamu-B3901. The binding affinity (normalized) is 0.553.